From a dataset of Catalyst prediction with 721,799 reactions and 888 catalyst types from USPTO. Predict which catalyst facilitates the given reaction. (1) The catalyst class is: 36. Product: [NH2:15][C:13]([NH:1][C:2]1[CH:6]=[C:5]([Br:7])[S:4][C:3]=1[C:8]([NH2:10])=[O:9])=[O:14]. Reactant: [NH2:1][C:2]1[CH:6]=[C:5]([Br:7])[S:4][C:3]=1[C:8]([NH2:10])=[O:9].ClC(Cl)(Cl)[C:13]([N:15]=C=O)=[O:14].N. (2) Reactant: [CH3:1][NH:2][CH2:3][CH:4]([OH:6])[CH3:5].[H-].[Na+].[O:9]1[C:13]2[CH:14]=[CH:15][CH:16]=[CH:17][C:12]=2[CH:11]=[C:10]1[C:18]1[N:22]2[N:23]=[C:24](Cl)[CH:25]=[CH:26][C:21]2=[N:20][CH:19]=1. Product: [O:9]1[C:13]2[CH:14]=[CH:15][CH:16]=[CH:17][C:12]=2[CH:11]=[C:10]1[C:18]1[N:22]2[N:23]=[C:24]([N:2]([CH3:1])[CH2:3][CH:4]([OH:6])[CH3:5])[CH:25]=[CH:26][C:21]2=[N:20][CH:19]=1. The catalyst class is: 3. (3) Reactant: [CH3:1][O:2][C:3]1[CH:29]=[CH:28][C:6]([CH2:7][NH:8][C:9]2[CH:14]=[CH:13][C:12]([N+:15]([O-])=O)=[C:11]([S:18][CH2:19][C:20]3[CH:25]=[CH:24][C:23]([O:26][CH3:27])=[CH:22][CH:21]=3)[N:10]=2)=[CH:5][CH:4]=1.[Cl-].[NH4+]. Product: [CH3:1][O:2][C:3]1[CH:4]=[CH:5][C:6]([CH2:7][NH:8][C:9]2[CH:14]=[CH:13][C:12]([NH2:15])=[C:11]([S:18][CH2:19][C:20]3[CH:25]=[CH:24][C:23]([O:26][CH3:27])=[CH:22][CH:21]=3)[N:10]=2)=[CH:28][CH:29]=1. The catalyst class is: 284. (4) Reactant: NC1C=CC=CC=1.[N:8]1[CH:13]=[CH:12][CH:11]=[CH:10][C:9]=1[CH:14]=O.[Cl:16][C:17]1[CH:42]=[CH:41][CH:40]=[CH:39][C:18]=1[O:19][C:20]1[CH:21]=[C:22]([NH2:38])[C:23]([NH2:37])=[CH:24][C:25]=1[O:26][C:27]1[CH:28]=[N:29][C:30]([S:33]([CH3:36])(=[O:35])=[O:34])=[CH:31][CH:32]=1. Product: [Cl:16][C:17]1[CH:42]=[CH:41][CH:40]=[CH:39][C:18]=1[O:19][C:20]1[C:25]([O:26][C:27]2[CH:28]=[N:29][C:30]([S:33]([CH3:36])(=[O:34])=[O:35])=[CH:31][CH:32]=2)=[CH:24][C:23]2[NH:37][C:14]([C:9]3[CH:10]=[CH:11][CH:12]=[CH:13][N:8]=3)=[N:38][C:22]=2[CH:21]=1. The catalyst class is: 5.